Task: Regression. Given two drug SMILES strings and cell line genomic features, predict the synergy score measuring deviation from expected non-interaction effect.. Dataset: NCI-60 drug combinations with 297,098 pairs across 59 cell lines (1) Drug 1: C1=CC(=CC=C1CC(C(=O)O)N)N(CCCl)CCCl.Cl. Drug 2: C1=NC2=C(N1)C(=S)N=CN2. Cell line: NCI-H322M. Synergy scores: CSS=-3.83, Synergy_ZIP=-10.0, Synergy_Bliss=-31.0, Synergy_Loewe=-61.3, Synergy_HSA=-34.1. (2) Drug 1: CN(C)N=NC1=C(NC=N1)C(=O)N. Drug 2: C1=NC2=C(N=C(N=C2N1C3C(C(C(O3)CO)O)O)F)N. Cell line: SK-OV-3. Synergy scores: CSS=6.73, Synergy_ZIP=-2.28, Synergy_Bliss=-0.647, Synergy_Loewe=-2.93, Synergy_HSA=-2.04. (3) Drug 1: CS(=O)(=O)CCNCC1=CC=C(O1)C2=CC3=C(C=C2)N=CN=C3NC4=CC(=C(C=C4)OCC5=CC(=CC=C5)F)Cl. Drug 2: CC1C(C(CC(O1)OC2CC(CC3=C2C(=C4C(=C3O)C(=O)C5=C(C4=O)C(=CC=C5)OC)O)(C(=O)CO)O)N)O.Cl. Cell line: MALME-3M. Synergy scores: CSS=41.2, Synergy_ZIP=-2.90, Synergy_Bliss=1.75, Synergy_Loewe=-28.8, Synergy_HSA=1.61. (4) Cell line: CCRF-CEM. Synergy scores: CSS=39.5, Synergy_ZIP=8.58, Synergy_Bliss=-0.160, Synergy_Loewe=-17.4, Synergy_HSA=-4.40. Drug 1: CCN(CC)CCNC(=O)C1=C(NC(=C1C)C=C2C3=C(C=CC(=C3)F)NC2=O)C. Drug 2: C1CN1C2=NC(=NC(=N2)N3CC3)N4CC4. (5) Drug 1: COC1=NC(=NC2=C1N=CN2C3C(C(C(O3)CO)O)O)N. Drug 2: COC1=C2C(=CC3=C1OC=C3)C=CC(=O)O2. Cell line: 786-0. Synergy scores: CSS=4.03, Synergy_ZIP=0.235, Synergy_Bliss=2.44, Synergy_Loewe=1.75, Synergy_HSA=1.56.